Dataset: Forward reaction prediction with 1.9M reactions from USPTO patents (1976-2016). Task: Predict the product of the given reaction. (1) Given the reactants [CH:1]1([N:4]2[C:12]3[CH2:11][CH2:10][CH2:9][CH2:8][C:7]=3[C:6]3[C:13]([OH:23])=[C:14]([C:18]([O:20][CH2:21][CH3:22])=[O:19])[C:15]([CH3:17])=[N:16][C:5]2=3)[CH2:3][CH2:2]1.CCN(CC)CC.[O:31](S(C(F)(F)F)(=O)=O)[S:32]([C:35]([F:38])([F:37])[F:36])(=O)=[O:33], predict the reaction product. The product is: [CH:1]1([N:4]2[C:12]3[CH2:11][CH2:10][CH2:9][CH2:8][C:7]=3[C:6]3[C:13]([O:23][S:32]([C:35]([F:38])([F:37])[F:36])(=[O:33])=[O:31])=[C:14]([C:18]([O:20][CH2:21][CH3:22])=[O:19])[C:15]([CH3:17])=[N:16][C:5]2=3)[CH2:3][CH2:2]1. (2) Given the reactants [OH2:1].[F:2][C:3]([F:13])([F:12])[C:4]1[CH:9]=[CH:8][CH:7]=[C:6]([CH:10]=[CH2:11])[CH:5]=1.S([O-])([O-])=[O:15].[Na+].[Na+].C(=O)(O)[O-].[Na+], predict the reaction product. The product is: [F:2][C:3]([F:12])([F:13])[C:4]1[CH:5]=[C:6]([C@@H:10]([OH:15])[CH2:11][OH:1])[CH:7]=[CH:8][CH:9]=1. (3) Given the reactants [OH:1][C:2]1[CH:10]=[C:9]([NH:11][S:12]([C:15]2[C:19]([Cl:20])=[C:18]([Cl:21])[S:17][C:16]=2[Cl:22])(=[O:14])=[O:13])[CH:8]=[CH:7][C:3]=1[C:4]([OH:6])=[O:5].O[CH2:24][CH2:25][CH2:26][N:27]1[CH2:32][CH2:31][O:30][CH2:29][CH2:28]1, predict the reaction product. The product is: [OH:1][C:2]1[CH:10]=[C:9]([NH:11][S:12]([C:15]2[C:19]([Cl:20])=[C:18]([Cl:21])[S:17][C:16]=2[Cl:22])(=[O:14])=[O:13])[CH:8]=[CH:7][C:3]=1[C:4]([O:6][CH2:24][CH2:25][CH2:26][N:27]1[CH2:32][CH2:31][O:30][CH2:29][CH2:28]1)=[O:5]. (4) The product is: [NH2:1][C:2]1[C:3]([C:12]#[C:13][C:19]2[N:20]([CH3:24])[N:21]=[C:22]3[C:18]=2[CH:17]=[CH:16][C:15]([Cl:14])=[CH:23]3)=[N:4][CH:5]=[CH:6][C:7]=1[C:8]([O:10][CH3:11])=[O:9]. Given the reactants [NH2:1][C:2]1[C:3]([C:12]#[CH:13])=[N:4][CH:5]=[CH:6][C:7]=1[C:8]([O:10][CH3:11])=[O:9].[Cl:14][C:15]1[CH:16]=[CH:17][C:18]2[C:22]([CH:23]=1)=[N:21][N:20]([CH3:24])[C:19]=2I.C([O-])([O-])=O.[K+].[K+], predict the reaction product. (5) Given the reactants [O:1]=[C:2]1[C:6]2[CH:7]=[CH:8][C:9]([CH2:11][C:12]([O:14]C(C)(C)C)=O)=[CH:10][C:5]=2[CH2:4][O:3]1.[C:19](O)([C:21](F)(F)F)=O.C(Cl)(=O)C(Cl)=O.[Cl-].[Al+3].[Cl-].[Cl-], predict the reaction product. The product is: [C:2]1(=[O:1])[C:6]2[CH:7]=[C:8]3[C:9](=[CH:10][C:5]=2[CH2:4][O:3]1)[CH2:11][C:12](=[O:14])[CH2:21][CH2:19]3. (6) Given the reactants [CH3:1][S:2]([C:5]1[CH:25]=[CH:24][C:8]([CH2:9][CH:10]2[CH2:15][CH:14]([C:16]([O:18]C)=[O:17])[CH2:13][CH2:12][N:11]2[C:20]([O:22][CH3:23])=[O:21])=[CH:7][CH:6]=1)(=[O:4])=[O:3].[Br-].[Li+].C(N(CC)CC)C.CC(OC)(C)C, predict the reaction product. The product is: [CH3:23][O:22][C:20]([N:11]1[CH2:12][CH2:13][CH:14]([C:16]([OH:18])=[O:17])[CH2:15][CH:10]1[CH2:9][C:8]1[CH:7]=[CH:6][C:5]([S:2]([CH3:1])(=[O:4])=[O:3])=[CH:25][CH:24]=1)=[O:21]. (7) Given the reactants C(=O)([O-])[O-].[Cs+].[Cs+].C1(P(C2C=CC=CC=2)C2C=CC3C(=CC=CC=3)C=2C2C3C(=CC=CC=3)C=CC=2P(C2C=CC=CC=2)C2C=CC=CC=2)C=CC=CC=1.Br[C:54]1[S:58][C:57]([C:59]([O:61][CH2:62][CH3:63])=[O:60])=[CH:56][CH:55]=1.[NH:64]1[CH2:68][CH2:67][CH2:66][CH2:65]1, predict the reaction product. The product is: [CH2:62]([O:61][C:59]([C:57]1[S:58][C:54]([N:64]2[CH2:68][CH2:67][CH2:66][CH2:65]2)=[CH:55][CH:56]=1)=[O:60])[CH3:63].